Dataset: Reaction yield outcomes from USPTO patents with 853,638 reactions. Task: Predict the reaction yield, written as a fraction of the theoretical maximum amount of product (1.0 means a 100% yield; for example, 0.34 means a 34% yield). (1) The reactants are [C:1]([C:3]1[C:11]2[N:10]([CH3:12])[C:9]([NH:13][C:14]3[C:19]([Cl:20])=[CH:18][CH:17]=[CH:16][C:15]=3[Cl:21])=[N:8][C:7]=2[CH:6]=[CH:5][C:4]=1[C:22]1(C(OCC)=O)[CH2:26][CH2:25][CH2:24][C:23]1=O)#[N:2].C(O)(=[O:35])C.OS(O)(=O)=O. The catalyst is O. The product is [Cl:21][C:15]1[CH:16]=[CH:17][CH:18]=[C:19]([Cl:20])[C:14]=1[NH:13][C:9]1[N:10]([CH3:12])[C:11]2[C:3]3[C:1](=[O:35])[NH:2][C:26]4[CH2:25][CH2:24][CH2:23][C:22]=4[C:4]=3[CH:5]=[CH:6][C:7]=2[N:8]=1. The yield is 0.430. (2) The reactants are [C:1]([C:5]1[O:9][N:8]=[C:7]([NH:10][C:11](=[O:45])[NH:12][C:13]2[CH:14]=[C:15]([CH:42]=[CH:43][CH:44]=2)[O:16][C:17]2[C:26]3[C:21](=[CH:22][C:23]([O:29][C@H:30]4[CH2:34][CH2:33][N:32](C(OC(C)(C)C)=O)[CH2:31]4)=[C:24]([O:27][CH3:28])[CH:25]=3)[N:20]=[CH:19][N:18]=2)[CH:6]=1)([CH3:4])([CH3:3])[CH3:2].[ClH:46]. The catalyst is O1CCOCC1.ClCCl. The product is [ClH:46].[ClH:46].[C:1]([C:5]1[O:9][N:8]=[C:7]([NH:10][C:11]([NH:12][C:13]2[CH:44]=[CH:43][CH:42]=[C:15]([O:16][C:17]3[C:26]4[C:21](=[CH:22][C:23]([O:29][C@H:30]5[CH2:34][CH2:33][NH:32][CH2:31]5)=[C:24]([O:27][CH3:28])[CH:25]=4)[N:20]=[CH:19][N:18]=3)[CH:14]=2)=[O:45])[CH:6]=1)([CH3:4])([CH3:2])[CH3:3]. The yield is 0.670.